Dataset: Forward reaction prediction with 1.9M reactions from USPTO patents (1976-2016). Task: Predict the product of the given reaction. (1) Given the reactants [NH2:1][C:2]1[CH:3]=[CH:4][C:5]([S:52]([CH:55]2[CH2:57][CH2:56]2)(=[O:54])=[O:53])=[C:6]([CH2:8][N:9]([CH3:51])[C:10]([CH:12]([NH:25][C:26]2[CH:27]=[C:28]3[C:33](=[CH:34][CH:35]=2)[C:32]([N:36]([C:44]([O:46][C:47]([CH3:50])([CH3:49])[CH3:48])=[O:45])[C:37](=[O:43])[O:38][C:39]([CH3:42])([CH3:41])[CH3:40])=[N:31][CH:30]=[CH:29]3)[C:13]2[CH:18]=[CH:17][C:16]([C@H:19]([CH2:22][OH:23])[CH2:20][F:21])=[C:15]([CH3:24])[CH:14]=2)=[O:11])[CH:7]=1.[C:58](Cl)(Cl)=[O:59], predict the reaction product. The product is: [C:39]([O:38][C:37]([N:36]([C:32]1[C:33]2[C:28](=[CH:27][C:26]([NH:25][C@H:12]3[C:10](=[O:11])[N:9]([CH3:51])[CH2:8][C:6]4[CH:7]=[C:2]([CH:3]=[CH:4][C:5]=4[S:52]([CH:55]4[CH2:56][CH2:57]4)(=[O:53])=[O:54])[NH:1][C:58](=[O:59])[O:23][CH2:22][C@H:19]([CH2:20][F:21])[C:16]4[CH:17]=[CH:18][C:13]3=[CH:14][C:15]=4[CH3:24])=[CH:35][CH:34]=2)[CH:29]=[CH:30][N:31]=1)[C:44](=[O:45])[O:46][C:47]([CH3:48])([CH3:49])[CH3:50])=[O:43])([CH3:42])([CH3:41])[CH3:40]. (2) Given the reactants C([O:8][C:9](=[O:22])[CH2:10][N:11]([CH2:14][C:15]([O:17][C:18]([CH3:21])([CH3:20])[CH3:19])=[O:16])[CH2:12][CH3:13])C1C=CC=CC=1.[H][H], predict the reaction product. The product is: [C:18]([O:17][C:15]([CH2:14][N:11]([CH2:10][C:9]([OH:22])=[O:8])[CH2:12][CH3:13])=[O:16])([CH3:19])([CH3:20])[CH3:21].